Task: Predict the reactants needed to synthesize the given product.. Dataset: Full USPTO retrosynthesis dataset with 1.9M reactions from patents (1976-2016) (1) Given the product [Cl:22][C:17]1[CH:16]=[C:15]([C:13]2[N:14]=[C:10]([C:8]3[CH:7]=[CH:6][C:5]([C:29]4[CH:30]=[CH:31][N:26]=[CH:27][C:28]=4[CH3:35])=[C:4]([CH:9]=3)[C:3]([OH:2])=[O:24])[S:11][CH:12]=2)[CH:20]=[CH:19][C:18]=1[Cl:21], predict the reactants needed to synthesize it. The reactants are: C[O:2][C:3](=[O:24])[C:4]1[CH:9]=[C:8]([C:10]2[S:11][CH:12]=[C:13]([C:15]3[CH:20]=[CH:19][C:18]([Cl:21])=[C:17]([Cl:22])[CH:16]=3)[N:14]=2)[CH:7]=[CH:6][C:5]=1Br.Cl.[N:26]1[CH:31]=[CH:30][C:29](B(O)O)=[C:28]([CH3:35])[CH:27]=1. (2) Given the product [CH3:1][N:2]([CH2:4][C:5]1[C:13]2[O:12][N:11]=[C:10]([CH2:14][CH2:15][CH:16]3[CH2:17][CH2:18][NH:19][CH2:20][CH2:21]3)[C:9]=2[CH:8]=[CH:7][C:6]=1[CH2:29][O:30][CH2:31][CH3:32])[CH3:3], predict the reactants needed to synthesize it. The reactants are: [CH3:1][N:2]([CH2:4][C:5]1[C:13]2[O:12][N:11]=[C:10]([CH2:14][CH2:15][CH:16]3[CH2:21][CH2:20][N:19](C(OC(C)(C)C)=O)[CH2:18][CH2:17]3)[C:9]=2[CH:8]=[CH:7][C:6]=1[CH2:29][O:30][CH2:31][CH3:32])[CH3:3].Cl. (3) Given the product [Br:1][C:2]1[CH:15]=[CH:14][C:13]2[N:12]([S:16]([C:19]3[CH:24]=[CH:23][C:22]([OH:25])=[CH:21][CH:20]=3)(=[O:18])=[O:17])[CH:11]([C:27]3[CH:28]=[CH:29][CH:30]=[CH:31][CH:32]=3)[C:10]3[C:5](=[CH:6][CH:7]=[CH:8][CH:9]=3)[C:4]=2[CH:3]=1, predict the reactants needed to synthesize it. The reactants are: [Br:1][C:2]1[CH:15]=[CH:14][C:13]2[N:12]([S:16]([C:19]3[CH:24]=[CH:23][C:22]([O:25]C)=[CH:21][CH:20]=3)(=[O:18])=[O:17])[CH:11]([C:27]3[CH:32]=[CH:31][CH:30]=[CH:29][CH:28]=3)[C:10]3[C:5](=[CH:6][CH:7]=[CH:8][CH:9]=3)[C:4]=2[CH:3]=1.C1CCCCC=1.B(Br)(Br)Br.ClCCl.